Dataset: NCI-60 drug combinations with 297,098 pairs across 59 cell lines. Task: Regression. Given two drug SMILES strings and cell line genomic features, predict the synergy score measuring deviation from expected non-interaction effect. (1) Drug 1: C1CN1P(=S)(N2CC2)N3CC3. Drug 2: CCCCCOC(=O)NC1=NC(=O)N(C=C1F)C2C(C(C(O2)C)O)O. Cell line: SK-MEL-5. Synergy scores: CSS=2.54, Synergy_ZIP=-1.80, Synergy_Bliss=0.588, Synergy_Loewe=0.637, Synergy_HSA=1.23. (2) Drug 1: CC1=CC2C(CCC3(C2CCC3(C(=O)C)OC(=O)C)C)C4(C1=CC(=O)CC4)C. Drug 2: CC1CCC2CC(C(=CC=CC=CC(CC(C(=O)C(C(C(=CC(C(=O)CC(OC(=O)C3CCCCN3C(=O)C(=O)C1(O2)O)C(C)CC4CCC(C(C4)OC)OCCO)C)C)O)OC)C)C)C)OC. Cell line: SR. Synergy scores: CSS=74.1, Synergy_ZIP=21.8, Synergy_Bliss=20.8, Synergy_Loewe=-18.2, Synergy_HSA=20.7. (3) Synergy scores: CSS=11.4, Synergy_ZIP=-5.98, Synergy_Bliss=-4.15, Synergy_Loewe=-31.7, Synergy_HSA=-3.93. Cell line: SF-268. Drug 2: C1CC(=O)NC(=O)C1N2C(=O)C3=CC=CC=C3C2=O. Drug 1: C1=CC(=CC=C1CCC2=CNC3=C2C(=O)NC(=N3)N)C(=O)NC(CCC(=O)O)C(=O)O. (4) Drug 1: CNC(=O)C1=CC=CC=C1SC2=CC3=C(C=C2)C(=NN3)C=CC4=CC=CC=N4. Drug 2: CC1=CC=C(C=C1)C2=CC(=NN2C3=CC=C(C=C3)S(=O)(=O)N)C(F)(F)F. Cell line: NCI-H522. Synergy scores: CSS=17.7, Synergy_ZIP=-1.07, Synergy_Bliss=3.02, Synergy_Loewe=4.82, Synergy_HSA=4.82. (5) Drug 1: C1CCN(CC1)CCOC2=CC=C(C=C2)C(=O)C3=C(SC4=C3C=CC(=C4)O)C5=CC=C(C=C5)O. Drug 2: N.N.Cl[Pt+2]Cl. Cell line: HCC-2998. Synergy scores: CSS=0.204, Synergy_ZIP=0.864, Synergy_Bliss=-3.05, Synergy_Loewe=-6.52, Synergy_HSA=-6.60.